From a dataset of Full USPTO retrosynthesis dataset with 1.9M reactions from patents (1976-2016). Predict the reactants needed to synthesize the given product. The reactants are: [Cl:1][C:2]1[N:7]=[C:6]([O:8][CH2:9][C:10]2[CH:11]=[CH:12][C:13]([O:18][C:19]3[CH:24]=[CH:23][CH:22]=[C:21]([C:25]([F:28])([F:27])[F:26])[CH:20]=3)=[C:14]([CH:17]=2)[C:15]#[N:16])[CH:5]=[C:4](Cl)[N:3]=1.CCN(C(C)C)C(C)C.Br.[Br:40][CH2:41][CH2:42][CH2:43][NH2:44]. Given the product [Br:40][CH2:41][CH2:42][CH2:43][NH:44][C:4]1[N:3]=[C:2]([Cl:1])[N:7]=[C:6]([O:8][CH2:9][C:10]2[CH:11]=[CH:12][C:13]([O:18][C:19]3[CH:24]=[CH:23][CH:22]=[C:21]([C:25]([F:28])([F:26])[F:27])[CH:20]=3)=[C:14]([CH:17]=2)[C:15]#[N:16])[CH:5]=1, predict the reactants needed to synthesize it.